Dataset: Peptide-MHC class II binding affinity with 134,281 pairs from IEDB. Task: Regression. Given a peptide amino acid sequence and an MHC pseudo amino acid sequence, predict their binding affinity value. This is MHC class II binding data. (1) The peptide sequence is KTKNKTNWKQTWTFK. The MHC is DRB3_0301 with pseudo-sequence DRB3_0301. The binding affinity (normalized) is 0. (2) The peptide sequence is IKQTLIAIHTLAIRYANRTDV. The binding affinity (normalized) is 0.831. The MHC is DRB5_0101 with pseudo-sequence DRB5_0101. (3) The MHC is DRB1_1001 with pseudo-sequence DRB1_1001. The peptide sequence is WTVFQKRLDGSVDFK. The binding affinity (normalized) is 0. (4) The peptide sequence is EKVDAAFKVAATAAN. The MHC is DRB1_1001 with pseudo-sequence DRB1_1001. The binding affinity (normalized) is 0.626.